Dataset: NCI-60 drug combinations with 297,098 pairs across 59 cell lines. Task: Regression. Given two drug SMILES strings and cell line genomic features, predict the synergy score measuring deviation from expected non-interaction effect. (1) Synergy scores: CSS=0.0470, Synergy_ZIP=2.18, Synergy_Bliss=4.52, Synergy_Loewe=-8.22, Synergy_HSA=-3.52. Drug 2: C1CN(P(=O)(OC1)NCCCl)CCCl. Cell line: OVCAR3. Drug 1: C1C(C(OC1N2C=C(C(=O)NC2=O)F)CO)O. (2) Drug 1: CC1C(C(=O)NC(C(=O)N2CCCC2C(=O)N(CC(=O)N(C(C(=O)O1)C(C)C)C)C)C(C)C)NC(=O)C3=C4C(=C(C=C3)C)OC5=C(C(=O)C(=C(C5=N4)C(=O)NC6C(OC(=O)C(N(C(=O)CN(C(=O)C7CCCN7C(=O)C(NC6=O)C(C)C)C)C)C(C)C)C)N)C. Drug 2: CS(=O)(=O)OCCCCOS(=O)(=O)C. Cell line: MDA-MB-435. Synergy scores: CSS=6.17, Synergy_ZIP=-7.85, Synergy_Bliss=0.914, Synergy_Loewe=-29.8, Synergy_HSA=-0.135. (3) Synergy scores: CSS=5.32, Synergy_ZIP=-3.51, Synergy_Bliss=-1.64, Synergy_Loewe=-5.56, Synergy_HSA=-2.24. Drug 1: C1CN1C2=NC(=NC(=N2)N3CC3)N4CC4. Drug 2: C1CC(=O)NC(=O)C1N2C(=O)C3=CC=CC=C3C2=O. Cell line: EKVX. (4) Drug 1: CC12CCC3C(C1CCC2=O)CC(=C)C4=CC(=O)C=CC34C. Drug 2: C1=NC2=C(N=C(N=C2N1C3C(C(C(O3)CO)O)O)F)N. Cell line: SK-MEL-2. Synergy scores: CSS=34.7, Synergy_ZIP=-1.53, Synergy_Bliss=-0.854, Synergy_Loewe=-5.62, Synergy_HSA=-1.50. (5) Drug 1: CCCCCOC(=O)NC1=NC(=O)N(C=C1F)C2C(C(C(O2)C)O)O. Drug 2: CC(C)NC(=O)C1=CC=C(C=C1)CNNC.Cl. Cell line: TK-10. Synergy scores: CSS=0.557, Synergy_ZIP=0.687, Synergy_Bliss=4.23, Synergy_Loewe=0.267, Synergy_HSA=0.720. (6) Cell line: RXF 393. Drug 1: C1C(C(OC1N2C=NC3=C(N=C(N=C32)Cl)N)CO)O. Drug 2: CC(C)(C#N)C1=CC(=CC(=C1)CN2C=NC=N2)C(C)(C)C#N. Synergy scores: CSS=1.81, Synergy_ZIP=0.358, Synergy_Bliss=0.990, Synergy_Loewe=-2.42, Synergy_HSA=-2.40. (7) Drug 1: CC1=C2C(C(=O)C3(C(CC4C(C3C(C(C2(C)C)(CC1OC(=O)C(C(C5=CC=CC=C5)NC(=O)OC(C)(C)C)O)O)OC(=O)C6=CC=CC=C6)(CO4)OC(=O)C)O)C)O. Drug 2: CC=C1C(=O)NC(C(=O)OC2CC(=O)NC(C(=O)NC(CSSCCC=C2)C(=O)N1)C(C)C)C(C)C. Cell line: OVCAR-5. Synergy scores: CSS=45.8, Synergy_ZIP=-2.12, Synergy_Bliss=0.826, Synergy_Loewe=-19.8, Synergy_HSA=-2.88. (8) Drug 1: CCC1=C2CN3C(=CC4=C(C3=O)COC(=O)C4(CC)O)C2=NC5=C1C=C(C=C5)O. Drug 2: C1CN(CCN1C(=O)CCBr)C(=O)CCBr. Cell line: RXF 393. Synergy scores: CSS=11.5, Synergy_ZIP=-1.78, Synergy_Bliss=2.53, Synergy_Loewe=-9.79, Synergy_HSA=-0.415. (9) Drug 1: C1=CC(=CC=C1CC(C(=O)O)N)N(CCCl)CCCl.Cl. Drug 2: CCN(CC)CCCC(C)NC1=C2C=C(C=CC2=NC3=C1C=CC(=C3)Cl)OC. Cell line: NCI-H522. Synergy scores: CSS=16.9, Synergy_ZIP=-5.09, Synergy_Bliss=2.14, Synergy_Loewe=1.98, Synergy_HSA=3.86. (10) Drug 1: CCC1=C2CN3C(=CC4=C(C3=O)COC(=O)C4(CC)O)C2=NC5=C1C=C(C=C5)O. Drug 2: CS(=O)(=O)OCCCCOS(=O)(=O)C. Cell line: MDA-MB-435. Synergy scores: CSS=21.2, Synergy_ZIP=-4.18, Synergy_Bliss=0.405, Synergy_Loewe=-20.6, Synergy_HSA=-0.647.